Dataset: Forward reaction prediction with 1.9M reactions from USPTO patents (1976-2016). Task: Predict the product of the given reaction. (1) Given the reactants [CH2:1]([S:3]([C:6]1[CH:7]=[CH:8][C:9]([N:15]2[CH2:20][CH2:19][CH2:18][CH2:17][CH2:16]2)=[C:10]([CH:14]=1)[C:11]([OH:13])=O)(=[O:5])=[O:4])[CH3:2].Cl.[Cl:22][C:23]1[CH:24]=[C:25]([N:32]2[CH2:37][CH2:36][NH:35][CH2:34][CH2:33]2)[CH:26]=[C:27]([Cl:31])[C:28]=1[O:29][CH3:30], predict the reaction product. The product is: [Cl:22][C:23]1[CH:24]=[C:25]([N:32]2[CH2:37][CH2:36][N:35]([C:11]([C:10]3[CH:14]=[C:6]([S:3]([CH2:1][CH3:2])(=[O:4])=[O:5])[CH:7]=[CH:8][C:9]=3[N:15]3[CH2:20][CH2:19][CH2:18][CH2:17][CH2:16]3)=[O:13])[CH2:34][CH2:33]2)[CH:26]=[C:27]([Cl:31])[C:28]=1[O:29][CH3:30]. (2) Given the reactants C[O:2][C:3]([C:5]1[C:9]2[CH:10]=[C:11]([Br:14])[CH:12]=[CH:13][C:8]=2[O:7][C:6]=1[CH3:15])=[O:4].[Li+].[OH-].Cl, predict the reaction product. The product is: [Br:14][C:11]1[CH:12]=[CH:13][C:8]2[O:7][C:6]([CH3:15])=[C:5]([C:3]([OH:4])=[O:2])[C:9]=2[CH:10]=1. (3) Given the reactants F[C:2]1[CH:7]=[CH:6][C:5]([NH:8][C:9](=[O:12])[O:10][CH3:11])=[CH:4][C:3]=1[N+:13]([O-:15])=[O:14].[NH2:16][CH2:17][CH:18]1[CH2:23][CH2:22][CH2:21][CH2:20][N:19]1[C:24]([O:26][C:27]([CH3:30])([CH3:29])[CH3:28])=[O:25], predict the reaction product. The product is: [CH3:11][O:10][C:9]([NH:8][C:5]1[CH:6]=[CH:7][C:2]([NH:16][CH2:17][CH:18]2[CH2:23][CH2:22][CH2:21][CH2:20][N:19]2[C:24]([O:26][C:27]([CH3:30])([CH3:29])[CH3:28])=[O:25])=[C:3]([N+:13]([O-:15])=[O:14])[CH:4]=1)=[O:12]. (4) Given the reactants [Cl:1][C:2]1[CH:3]=[N:4][CH:5]=[C:6]([Cl:9])[C:7]=1[CH3:8].C[O:11][C:12]([C:14]1[C:31]2[O:30][CH2:29][C:21]3([CH2:26][O:25][C:24]([CH3:28])([CH3:27])[O:23][CH2:22]3)[CH2:20][O:19][C:18]=2[C:17]([O:32][CH3:33])=[CH:16][CH:15]=1)=O.[Li+].C[Si]([N-][Si](C)(C)C)(C)C, predict the reaction product. The product is: [Cl:1][C:2]1[CH:3]=[N:4][CH:5]=[C:6]([Cl:9])[C:7]=1[CH2:8][C:12]([C:14]1[C:31]2[O:30][CH2:29][C:21]3([CH2:26][O:25][C:24]([CH3:28])([CH3:27])[O:23][CH2:22]3)[CH2:20][O:19][C:18]=2[C:17]([O:32][CH3:33])=[CH:16][CH:15]=1)=[O:11]. (5) Given the reactants Br[C:2]1[CH:3]=[C:4]([C:8]2[N:12]([CH3:13])[C:11]3[CH:14]=[CH:15][CH:16]=[CH:17][C:10]=3[N:9]=2)[CH:5]=[CH:6][CH:7]=1.[NH:18]1[CH2:23][CH2:22][CH:21]([C:24]([OH:26])=[O:25])[CH2:20][CH2:19]1.C(=O)([O-])[O-].[Cs+].[Cs+].[CH:33]1C=CC(P(C2C(C3C(P(C4C=CC=CC=4)C4C=CC=CC=4)=CC=C4C=3C=CC=C4)=C3C(C=CC=C3)=CC=2)C2C=CC=CC=2)=C[CH:38]=1, predict the reaction product. The product is: [CH2:33]([O:25][C:24]([CH:21]1[CH2:22][CH2:23][N:18]([C:2]2[CH:7]=[CH:6][CH:5]=[C:4]([C:8]3[N:12]([CH3:13])[C:11]4[CH:14]=[CH:15][CH:16]=[CH:17][C:10]=4[N:9]=3)[CH:3]=2)[CH2:19][CH2:20]1)=[O:26])[CH3:38]. (6) Given the reactants [Br:1][C:2]1[CH:10]=[C:9]2[C:5]([CH:6]=[CH:7][NH:8]2)=[C:4]([O:11][CH3:12])[CH:3]=1.Cl[C:14]1[C:23]2[C:18](=[CH:19][CH:20]=[C:21]([Cl:24])[CH:22]=2)[N:17]=[C:16]([CH3:25])[C:15]=1[CH3:26], predict the reaction product. The product is: [Br:1][C:2]1[CH:10]=[C:9]2[C:5]([CH:6]=[CH:7][N:8]2[C:14]2[C:23]3[C:18](=[CH:19][CH:20]=[C:21]([Cl:24])[CH:22]=3)[N:17]=[C:16]([CH3:25])[C:15]=2[CH3:26])=[C:4]([O:11][CH3:12])[CH:3]=1.